From a dataset of NCI-60 drug combinations with 297,098 pairs across 59 cell lines. Regression. Given two drug SMILES strings and cell line genomic features, predict the synergy score measuring deviation from expected non-interaction effect. (1) Drug 1: CN1C2=C(C=C(C=C2)N(CCCl)CCCl)N=C1CCCC(=O)O.Cl. Drug 2: COC1=NC(=NC2=C1N=CN2C3C(C(C(O3)CO)O)O)N. Cell line: HL-60(TB). Synergy scores: CSS=-4.25, Synergy_ZIP=-1.92, Synergy_Bliss=-4.68, Synergy_Loewe=-4.39, Synergy_HSA=-5.06. (2) Drug 1: C1=NNC2=C1C(=O)NC=N2. Drug 2: CC1CCCC2(C(O2)CC(NC(=O)CC(C(C(=O)C(C1O)C)(C)C)O)C(=CC3=CSC(=N3)C)C)C. Cell line: HCT116. Synergy scores: CSS=49.1, Synergy_ZIP=0.879, Synergy_Bliss=0.157, Synergy_Loewe=-31.1, Synergy_HSA=0.264. (3) Drug 1: CN(CC1=CN=C2C(=N1)C(=NC(=N2)N)N)C3=CC=C(C=C3)C(=O)NC(CCC(=O)O)C(=O)O. Drug 2: CC1=C(C=C(C=C1)NC(=O)C2=CC=C(C=C2)CN3CCN(CC3)C)NC4=NC=CC(=N4)C5=CN=CC=C5. Cell line: ACHN. Synergy scores: CSS=20.5, Synergy_ZIP=0.912, Synergy_Bliss=1.29, Synergy_Loewe=-45.9, Synergy_HSA=-2.32. (4) Drug 1: CN1CCC(CC1)COC2=C(C=C3C(=C2)N=CN=C3NC4=C(C=C(C=C4)Br)F)OC. Drug 2: CC1C(C(CC(O1)OC2CC(OC(C2O)C)OC3=CC4=CC5=C(C(=O)C(C(C5)C(C(=O)C(C(C)O)O)OC)OC6CC(C(C(O6)C)O)OC7CC(C(C(O7)C)O)OC8CC(C(C(O8)C)O)(C)O)C(=C4C(=C3C)O)O)O)O. Cell line: NCI-H522. Synergy scores: CSS=15.8, Synergy_ZIP=-6.66, Synergy_Bliss=0.548, Synergy_Loewe=0.761, Synergy_HSA=0.923. (5) Drug 1: CN(C)N=NC1=C(NC=N1)C(=O)N. Drug 2: C1CN(P(=O)(OC1)NCCCl)CCCl. Cell line: CAKI-1. Synergy scores: CSS=3.27, Synergy_ZIP=-3.56, Synergy_Bliss=-4.35, Synergy_Loewe=-7.51, Synergy_HSA=-4.64. (6) Drug 1: C1=C(C(=O)NC(=O)N1)F. Drug 2: C(CC(=O)O)C(=O)CN.Cl. Cell line: RXF 393. Synergy scores: CSS=27.7, Synergy_ZIP=-5.58, Synergy_Bliss=-6.59, Synergy_Loewe=-18.6, Synergy_HSA=-4.96.